This data is from Full USPTO retrosynthesis dataset with 1.9M reactions from patents (1976-2016). The task is: Predict the reactants needed to synthesize the given product. (1) Given the product [O:5]([S:6]([C:9]([F:12])([F:11])[F:10])(=[O:8])=[O:7])[Li:14], predict the reactants needed to synthesize it. The reactants are: [Si]([O:5][S:6]([C:9]([F:12])([F:11])[F:10])(=[O:8])=[O:7])(C)(C)C.[Br-].[Li+:14].CC([N-]C(C)C)C.C1COCC1. (2) Given the product [CH3:8][C@H:6]1[NH:7][C@@H:2]([CH3:1])[CH2:3][N:4]([C:9]2[CH:15]=[CH:14][CH:13]=[C:11]([NH2:12])[C:10]=2[NH2:16])[CH2:5]1, predict the reactants needed to synthesize it. The reactants are: [CH3:1][C@H:2]1[NH:7][C@@H:6]([CH3:8])[CH2:5][N:4]([C:9]2[C:10]([N+:16]([O-])=O)=[C:11]([CH:13]=[CH:14][CH:15]=2)[NH2:12])[CH2:3]1. (3) Given the product [CH2:36]([O:1][CH2:2][C:3]1[CH:8]=[CH:7][C:6]([CH:9]2[CH2:15][CH:14]3[N:16]([C:17]([O:19][C:20]([CH3:23])([CH3:22])[CH3:21])=[O:18])[CH:11]([CH2:12][CH2:13]3)[CH:10]2[O:24][CH2:25][C:26]2[CH:35]=[CH:34][C:33]3[C:28](=[CH:29][CH:30]=[CH:31][CH:32]=3)[CH:27]=2)=[CH:5][CH:4]=1)[C:37]1[CH:42]=[CH:41][CH:40]=[CH:39][CH:38]=1, predict the reactants needed to synthesize it. The reactants are: [OH:1][CH2:2][C:3]1[CH:8]=[CH:7][C:6]([CH:9]2[CH2:15][CH:14]3[N:16]([C:17]([O:19][C:20]([CH3:23])([CH3:22])[CH3:21])=[O:18])[CH:11]([CH2:12][CH2:13]3)[CH:10]2[O:24][CH2:25][C:26]2[CH:35]=[CH:34][C:33]3[C:28](=[CH:29][CH:30]=[CH:31][CH:32]=3)[CH:27]=2)=[CH:5][CH:4]=1.[CH2:36](Br)[C:37]1[CH:42]=[CH:41][CH:40]=[CH:39][CH:38]=1. (4) Given the product [CH3:1][CH:2]([CH3:6])[CH:3]([NH:5][C:8](=[O:7])[CH2:9][C:10](=[O:14])[CH3:11])[CH3:4], predict the reactants needed to synthesize it. The reactants are: [CH3:1][CH:2]([CH3:6])[CH:3]([NH2:5])[CH3:4].[O:7]1[CH2:11][CH2:10][CH2:9][CH2:8]1.C([O-])(=[O:14])C.[Na+]. (5) Given the product [O:38]=[S:30]1(=[O:39])[C:31]2[CH:37]=[CH:36][CH:35]=[CH:34][C:32]=2[CH2:33][N:27]([C:18]2[CH:17]=[C:16]([NH:15][C@@H:14]3[CH2:49][NH:50][CH2:51][C@H:52]3[OH:53])[C:25]3[C:20](=[CH:21][CH:22]=[CH:23][CH:24]=3)[N:19]=2)[CH2:28][CH2:29]1, predict the reactants needed to synthesize it. The reactants are: C(N(CC1C=CC=CC=1)C1([CH2:14][NH:15][C:16]2[C:25]3[C:20](=[CH:21][CH:22]=[C:23](C)[CH:24]=3)[N:19]=[C:18]([N:27]3[CH2:33][C:32]4[CH:34]=[CH:35][CH:36]=[CH:37][C:31]=4[S:30](=[O:39])(=[O:38])[CH2:29][CH2:28]3)[CH:17]=2)CCOC1)C1C=CC=CC=1.N[C@H]1[C@H:52]([OH:53])[CH2:51][N:50](C(OCC2C=CC=CC=2)=O)[CH2:49]1. (6) Given the product [N:7]1([C:2]2[S:3][CH:4]=[CH:5][N:6]=2)[CH2:12][CH2:11][NH:10][CH2:9][CH2:8]1, predict the reactants needed to synthesize it. The reactants are: Br[C:2]1[S:3][CH:4]=[CH:5][N:6]=1.[NH:7]1[CH2:12][CH2:11][NH:10][CH2:9][CH2:8]1. (7) Given the product [Si:1]([O:8][C@H:9]1[CH2:13][N:12]([C:16]([O:18][C:19]([CH3:22])([CH3:21])[CH3:20])=[O:15])[C:11](=[O:14])[CH2:10]1)([C:4]([CH3:7])([CH3:6])[CH3:5])([CH3:3])[CH3:2], predict the reactants needed to synthesize it. The reactants are: [Si:1]([O:8][C@H:9]1[CH2:13][NH:12][C:11](=[O:14])[CH2:10]1)([C:4]([CH3:7])([CH3:6])[CH3:5])([CH3:3])[CH3:2].[O:15](C(OC(C)(C)C)=O)[C:16]([O:18][C:19]([CH3:22])([CH3:21])[CH3:20])=O. (8) The reactants are: Cl/[CH:2]=[CH:3]\[C:4]#[C:5][CH2:6][CH2:7][CH2:8][CH3:9].[CH3:10][Si:11]([C:14]#[CH:15])([CH3:13])[CH3:12]. Given the product [CH3:10][Si:11]([CH3:13])([CH3:12])[C:14]#[C:15][CH:2]=[CH:3][C:4]#[C:5][CH2:6][CH2:7][CH2:8][CH3:9], predict the reactants needed to synthesize it. (9) Given the product [C:6]([C:5]1[CH:9]=[CH:10][C:2]([NH:12][C:13]([CH3:18])([CH3:17])[C:14]([OH:16])=[O:15])=[CH:3][C:4]=1[F:11])(=[O:7])[NH2:8], predict the reactants needed to synthesize it. The reactants are: Br[C:2]1[CH:10]=[CH:9][C:5]([C:6]([NH2:8])=[O:7])=[C:4]([F:11])[CH:3]=1.[NH2:12][C:13]([CH3:18])([CH3:17])[C:14]([OH:16])=[O:15].C([O-])([O-])=O.[K+].[K+].C(C1CCCCC1=O)(=O)C. (10) Given the product [NH2:1][C:2]1[C:3]([CH3:25])=[CH:4][C:5]([CH2:9][C@@H:10]([C:15]([O:17][CH2:18][C:19]2[CH:20]=[CH:21][CH:22]=[CH:23][CH:24]=2)=[O:16])[C:11]([O:13][CH3:14])=[O:12])=[CH:6][C:7]=1[CH3:8], predict the reactants needed to synthesize it. The reactants are: [NH2:1][C:2]1[C:7]([CH3:8])=[CH:6][C:5](/[CH:9]=[C:10](\[C:15]([O:17][CH2:18][C:19]2[CH:24]=[CH:23][CH:22]=[CH:21][CH:20]=2)=[O:16])/[C:11]([O:13][CH3:14])=[O:12])=[CH:4][C:3]=1[CH3:25].ClCCl.[H][H].